This data is from Forward reaction prediction with 1.9M reactions from USPTO patents (1976-2016). The task is: Predict the product of the given reaction. (1) Given the reactants [CH3:1][C:2]1[C:8]([CH3:9])=[CH:7][C:5](N)=[C:4]([N+:10]([O-:12])=[O:11])[CH:3]=1.N([O-])=O.[Na+].[BrH:17], predict the reaction product. The product is: [Br:17][C:5]1[CH:7]=[C:8]([CH3:9])[C:2]([CH3:1])=[CH:3][C:4]=1[N+:10]([O-:12])=[O:11]. (2) Given the reactants [N:1]([CH:4]([C:6]1[C:7](O)=[C:8]2[N:13]([C:14]=1[C:15]1[CH:20]=[CH:19][CH:18]=[CH:17][CH:16]=1)[CH:12]=[CH:11][CH:10]=[CH:9]2)[CH3:5])=[N+]=[N-].C1C=CC(P(C2C=CC=CC=2)C2C=CC=CC=2)=CC=1.O, predict the reaction product. The product is: [C:15]1([C:14]2[N:13]3[C:8]([CH:9]=[CH:10][CH:11]=[CH:12]3)=[CH:7][C:6]=2[CH:4]([NH2:1])[CH3:5])[CH:16]=[CH:17][CH:18]=[CH:19][CH:20]=1.